This data is from Reaction yield outcomes from USPTO patents with 853,638 reactions. The task is: Predict the reaction yield, written as a fraction of the theoretical maximum amount of product (1.0 means a 100% yield; for example, 0.34 means a 34% yield). The reactants are C1(P(C2C=CC=CC=2)C2C=CC=CC=2)C=CC=CC=1.[N:20]([CH2:23][C:24]1[CH:29]=[CH:28][C:27]([C:30]2[CH2:34][C:33]([C:36]([F:39])([F:38])[F:37])([OH:35])[O:32][N:31]=2)=[CH:26][CH:25]=1)=[N+]=[N-]. The catalyst is C1COCC1.O. The product is [NH2:20][CH2:23][C:24]1[CH:29]=[CH:28][C:27]([C:30]2[CH2:34][C:33]([C:36]([F:38])([F:39])[F:37])([OH:35])[O:32][N:31]=2)=[CH:26][CH:25]=1. The yield is 0.490.